Dataset: Full USPTO retrosynthesis dataset with 1.9M reactions from patents (1976-2016). Task: Predict the reactants needed to synthesize the given product. (1) Given the product [Br:4][C:5]1[C:6]([O:19][CH3:20])=[C:7]([O:17][CH3:18])[CH:8]=[C:9]2[C:14]=1[N:13]=[C:12]([Cl:15])[N:11]=[C:10]2[NH2:1], predict the reactants needed to synthesize it. The reactants are: [NH4+:1].[OH-].O.[Br:4][C:5]1[C:6]([O:19][CH3:20])=[C:7]([O:17][CH3:18])[CH:8]=[C:9]2[C:14]=1[N:13]=[C:12]([Cl:15])[N:11]=[C:10]2Cl. (2) Given the product [N:15]([CH:18]1[CH2:19][CH2:20][CH2:29][C:27]([N:26]2[CH:24]=[CH:23][N:22]=[CH:21]2)=[CH:28]1)=[N+:16]=[N-:17], predict the reactants needed to synthesize it. The reactants are: C1C=CC(P([N:15]=[N+:16]=[N-:17])(C2C=CC=CC=2)=O)=CC=1.[CH2:18]1[CH2:28][CH2:27][N:26]2[C:21](=[N:22][CH2:23][CH2:24]C2)[CH2:20][CH2:19]1.[C:29]1(C)C=CC=CC=1. (3) Given the product [C:1]([O:5][C:6](=[O:25])[NH:7][C:8]1[CH:13]=[C:12]([O:14][CH2:15][C:16]([F:18])([F:17])[F:19])[C:11]([C:20]([F:22])([F:23])[F:21])=[CH:10][C:9]=1[NH:24][C:31](=[O:30])[CH2:32][C:33]([C:35]1[CH:40]=[CH:39][CH:38]=[C:37]([C:41]2[CH:46]=[C:45]([CH2:47][O:48][CH:49]3[CH2:54][CH2:53][CH2:52][CH2:51][O:50]3)[N:44]=[C:43]([CH3:55])[CH:42]=2)[CH:36]=1)=[O:34])([CH3:4])([CH3:2])[CH3:3], predict the reactants needed to synthesize it. The reactants are: [C:1]([O:5][C:6](=[O:25])[NH:7][C:8]1[CH:13]=[C:12]([O:14][CH2:15][C:16]([F:19])([F:18])[F:17])[C:11]([C:20]([F:23])([F:22])[F:21])=[CH:10][C:9]=1[NH2:24])([CH3:4])([CH3:3])[CH3:2].C([O:30][C:31](=O)[CH2:32][C:33]([C:35]1[CH:40]=[CH:39][CH:38]=[C:37]([C:41]2[CH:46]=[C:45]([CH2:47][O:48][CH:49]3[CH2:54][CH2:53][CH2:52][CH2:51][O:50]3)[N:44]=[C:43]([CH3:55])[CH:42]=2)[CH:36]=1)=[O:34])(C)(C)C. (4) Given the product [CH2:1]([N:4]([C:5]1[CH:10]=[CH:9][C:8]([Cl:11])=[CH:7][C:6]=1[CH:12]([C:14]1[C:23]2[O:22][CH2:21][CH2:20][O:19][C:18]=2[CH:17]=[CH:16][CH:15]=1)[OH:13])[C:31](=[O:39])/[CH:32]=[CH:33]/[C:34]([O:36][CH2:37][CH3:38])=[O:35])[CH:2]=[CH2:3], predict the reactants needed to synthesize it. The reactants are: [CH2:1]([NH:4][C:5]1[CH:10]=[CH:9][C:8]([Cl:11])=[CH:7][C:6]=1[CH:12]([C:14]1[C:23]2[O:22][CH2:21][CH2:20][O:19][C:18]=2[CH:17]=[CH:16][CH:15]=1)[OH:13])[CH:2]=[CH2:3].C(=O)([O-])[O-].[K+].[K+].Cl[C:31](=[O:39])/[CH:32]=[CH:33]/[C:34]([O:36][CH2:37][CH3:38])=[O:35]. (5) The reactants are: [CH:1]1[CH:9]=[CH:8][C:7]2[C:3](=[N:4][O:5][N+:6]=2[O-:10])[CH:2]=1.C1CC[N:19]2[C:14](=[N:15]CCC2)CC1.N#CN.C(O)(=O)C. Given the product [CH:1]1[CH:9]=[CH:8][C:7]2[N+:6]([O-:10])=[N:15][C:14]([NH2:19])=[N+:4]([O-:5])[C:3]=2[CH:2]=1, predict the reactants needed to synthesize it. (6) Given the product [ClH:1].[CH3:4][CH:3]([N:6]1[CH2:11][CH2:10][CH:9]([O:12][CH:13]2[CH2:18][CH2:17][N:16]([C:20]3[CH:21]=[CH:22][C:23]([C:26]([F:29])([F:28])[F:27])=[N:24][CH:25]=3)[CH2:15][CH2:14]2)[CH2:8][CH2:7]1)[CH3:5], predict the reactants needed to synthesize it. The reactants are: [ClH:1].Cl.[CH:3]([N:6]1[CH2:11][CH2:10][CH:9]([O:12][CH:13]2[CH2:18][CH2:17][NH:16][CH2:15][CH2:14]2)[CH2:8][CH2:7]1)([CH3:5])[CH3:4].Br[C:20]1[CH:21]=[CH:22][C:23]([C:26]([F:29])([F:28])[F:27])=[N:24][CH:25]=1. (7) Given the product [CH:34]12[CH2:33][CH:32]3[N:38]([C:39]([O:41][C:42]([CH3:45])([CH3:44])[CH3:43])=[O:40])[CH:36]([CH2:37][CH:30]([CH2:31]3)[O:29]1)[CH2:35]2, predict the reactants needed to synthesize it. The reactants are: C1C=CC=CC=1.C([O-])(=O)C.C([O-])(=O)C.C([O-])(=O)C.C([O-])(=O)C.[Pb+4].C(=O)([O-])[O-].[Ca+2].[OH:29][CH:30]1[CH2:37][CH:36]2[N:38]([C:39]([O:41][C:42]([CH3:45])([CH3:44])[CH3:43])=[O:40])[CH:32]([CH2:33][CH2:34][CH2:35]2)[CH2:31]1.II.